From a dataset of Full USPTO retrosynthesis dataset with 1.9M reactions from patents (1976-2016). Predict the reactants needed to synthesize the given product. (1) Given the product [C:20]([C:19]1[CH:22]=[CH:23][C:16]([N:6]2[CH2:5][CH2:4][N:3]([C:8]([O:10][C:11]([CH3:13])([CH3:12])[CH3:14])=[O:9])[C@@H:2]([CH3:1])[CH2:7]2)=[CH:17][CH:18]=1)#[N:21], predict the reactants needed to synthesize it. The reactants are: [CH3:1][C@H:2]1[CH2:7][NH:6][CH2:5][CH2:4][N:3]1[C:8]([O:10][C:11]([CH3:14])([CH3:13])[CH3:12])=[O:9].F[C:16]1[CH:23]=[CH:22][C:19]([C:20]#[N:21])=[CH:18][CH:17]=1.C([O-])([O-])=O.[K+].[K+]. (2) Given the product [CH3:6][O:5][C:3](=[O:4])[CH:2]([C:17]1[CH:22]=[C:21]([F:23])[CH:20]=[CH:19][C:18]=1[N+:24]([O-:26])=[O:25])[C:1]([O:8][CH3:9])=[O:7], predict the reactants needed to synthesize it. The reactants are: [C:1]([O:8][CH3:9])(=[O:7])[CH2:2][C:3]([O:5][CH3:6])=[O:4].C(=O)([O-])[O-].[K+].[K+].F[C:17]1[CH:22]=[C:21]([F:23])[CH:20]=[CH:19][C:18]=1[N+:24]([O-:26])=[O:25].Cl. (3) Given the product [CH2:30]1[C:31]2[C:36](=[CH:35][CH:34]=[CH:33][CH:32]=2)[CH2:37][CH2:38][N:29]1[CH2:28][CH:27]([OH:39])[CH2:26][NH:25][C:13](=[O:15])[CH2:12][O:11][C:9]1[CH:8]=[CH:7][CH:6]=[C:5]2[C:10]=1[N:1]=[CH:2][CH:3]=[CH:4]2, predict the reactants needed to synthesize it. The reactants are: [N:1]1[C:10]2[C:5](=[CH:6][CH:7]=[CH:8][C:9]=2[O:11][CH2:12][C:13]([OH:15])=O)[CH:4]=[CH:3][CH:2]=1.CCN(C(C)C)C(C)C.[NH2:25][CH2:26][CH:27]([OH:39])[CH2:28][N:29]1[CH2:38][CH2:37][C:36]2[C:31](=[CH:32][CH:33]=[CH:34][CH:35]=2)[CH2:30]1.C1N(P(Cl)(N2C(=O)OCC2)=O)C(=O)OC1.